This data is from Forward reaction prediction with 1.9M reactions from USPTO patents (1976-2016). The task is: Predict the product of the given reaction. (1) Given the reactants [CH2:1]([N:3]([CH2:30][CH3:31])[CH2:4][CH2:5][O:6][C:7]1[CH:8]=[CH:9][C:10]2[C:14]3[CH:15]=[CH:16][C:17]([O:19][CH2:20][CH2:21][N:22]([CH2:25][CH3:26])[CH2:23][CH3:24])=[CH:18][C:13]=3[S:12](=O)(=O)[C:11]=2[CH:29]=1)[CH3:2].[H-].[Al+3].[Li+].[H-].[H-].[H-], predict the reaction product. The product is: [CH2:30]([N:3]([CH2:1][CH3:2])[CH2:4][CH2:5][O:6][C:7]1[CH:8]=[CH:9][C:10]2[C:14]3[CH:15]=[CH:16][C:17]([O:19][CH2:20][CH2:21][N:22]([CH2:25][CH3:26])[CH2:23][CH3:24])=[CH:18][C:13]=3[S:12][C:11]=2[CH:29]=1)[CH3:31]. (2) The product is: [C:1]([O:5][C:6](=[O:21])[N:7]([C@@H:11]1[CH2:19][C:18]2[C:13](=[CH:14][CH:15]=[C:16]([N:45]([S:46]([C:41]3[CH:42]=[CH:43][C:38]([CH:35]([CH3:37])[CH3:36])=[CH:39][CH:40]=3)(=[O:48])=[O:47])[CH3:44])[CH:17]=2)[CH2:12]1)[CH2:8][CH2:9][CH3:10])([CH3:4])([CH3:3])[CH3:2]. Given the reactants [C:1]([O:5][C:6](=[O:21])[N:7]([C@@H:11]1[CH2:19][C:18]2[C:13](=[CH:14][CH:15]=[C:16](Br)[CH:17]=2)[CH2:12]1)[CH2:8][CH2:9][CH3:10])([CH3:4])([CH3:3])[CH3:2].C(P(C(C)(C)C)C(C)(C)C)(C)(C)C.[CH:35]([C:38]1[CH:43]=[CH:42][CH:41]=[CH:40][CH:39]=1)([CH3:37])[CH3:36].[CH3:44][NH:45][SH:46](=[O:48])=[O:47].C1C2C(=CC=CC=2)CC1, predict the reaction product. (3) Given the reactants [C:1]([O:5][C:6](=[O:15])[CH2:7]/[N:8]=[CH:9]/[CH2:10][C:11]([CH3:14])([CH3:13])[CH3:12])([CH3:4])([CH3:3])[CH3:2].[Cl:16][C:17]1[CH:18]=[C:19](/[CH:23]=[C:24](/[C:27]2[CH:32]=[CH:31][C:30]([Cl:33])=[CH:29][CH:28]=2)\[C:25]#[N:26])[CH:20]=[CH:21][CH:22]=1.C(N(CC)CC)C, predict the reaction product. The product is: [C:1]([O:5][C:6]([CH:7]1[CH:23]([C:19]2[CH:20]=[CH:21][CH:22]=[C:17]([Cl:16])[CH:18]=2)[C:24]([C:27]2[CH:28]=[CH:29][C:30]([Cl:33])=[CH:31][CH:32]=2)([C:25]#[N:26])[CH:9]([CH2:10][C:11]([CH3:14])([CH3:13])[CH3:12])[NH:8]1)=[O:15])([CH3:4])([CH3:3])[CH3:2]. (4) Given the reactants [S:1]1[C:5]2[NH:6][C:7]([C:9]([O:11][CH3:12])=[O:10])=[CH:8][C:4]=2[CH:3]=[CH:2]1.[H-].[Na+].Br[CH2:16][C:17]([C:19]1[CH:24]=[CH:23][C:22]([O:25][CH3:26])=[CH:21][CH:20]=1)=[O:18], predict the reaction product. The product is: [CH3:26][O:25][C:22]1[CH:23]=[CH:24][C:19]([C:17](=[O:18])[CH2:16][N:6]2[C:7]([C:9]([O:11][CH3:12])=[O:10])=[CH:8][C:4]3[CH:3]=[CH:2][S:1][C:5]2=3)=[CH:20][CH:21]=1. (5) Given the reactants [Li+].C[CH:3]([N-:5][CH:6]([CH3:8])C)C.[Br:9][C:10]1[CH:15]=[CH:14][C:13](CC#N)=[CH:12][C:11]=1[Cl:19].[CH:20](=[O:27])[C:21]1[CH:26]=[CH:25][CH:24]=[CH:23][CH:22]=1.B.CSC, predict the reaction product. The product is: [Br:9][C:10]1[CH:15]=[CH:14][C:13]([CH:8]([CH2:6][NH:5][CH3:3])[CH:20]([C:21]2[CH:26]=[CH:25][CH:24]=[CH:23][CH:22]=2)[OH:27])=[CH:12][C:11]=1[Cl:19]. (6) Given the reactants [Br:1][C:2]1[CH:3]=[C:4]([NH2:8])[CH:5]=[N:6][CH:7]=1.[S:9]1[CH:13]=[CH:12][C:11]([CH:14]=O)=[CH:10]1.[Si]([C:20]#[N:21])(C)(C)C, predict the reaction product. The product is: [Br:1][C:2]1[CH:3]=[C:4]([NH:8][CH:14]([C:11]2[CH:12]=[CH:13][S:9][CH:10]=2)[C:20]#[N:21])[CH:5]=[N:6][CH:7]=1. (7) The product is: [NH2:14][C:12]1[CH:11]=[CH:10][C:9](=[O:17])[N:8]([CH2:1][C:2]2[CH:7]=[CH:6][CH:5]=[CH:4][CH:3]=2)[CH:13]=1. Given the reactants [CH2:1]([N:8]1[CH:13]=[C:12]([N+:14]([O-])=O)[CH:11]=[CH:10][C:9]1=[O:17])[C:2]1[CH:7]=[CH:6][CH:5]=[CH:4][CH:3]=1.[Sn].C(=O)([O-])[O-].[Na+].[Na+], predict the reaction product.